This data is from Full USPTO retrosynthesis dataset with 1.9M reactions from patents (1976-2016). The task is: Predict the reactants needed to synthesize the given product. (1) Given the product [N:53]1[CH:52]=[CH:51][CH:50]=[N:49][C:48]=1[C:39]1[S:38][C:37]([CH2:36][C:26]2[CH:25]=[CH:24][C:33]3[C:28]([C:27]=2[O:34][CH3:35])=[CH:29][CH:30]=[CH:31][CH:32]=3)=[CH:41][CH:40]=1, predict the reactants needed to synthesize it. The reactants are: C(O[C@@H]1[C@@H](OC(=O)C)[C@H](OC(=O)C)[C@@H](COC(=O)C)O[C@H]1[C:24]1[C:33]2[C:28](=[CH:29][CH:30]=[CH:31][CH:32]=2)[C:27]([O:34][CH3:35])=[C:26]([CH2:36][C:37]2[S:38][C:39](Br)=[CH:40][CH:41]=2)[CH:25]=1)(=O)C.C([Sn](CCCC)(CCCC)[C:48]1[N:53]=[CH:52][CH:51]=[CH:50][N:49]=1)CCC.BrC1C=CC(=O)N(CC2C=CC(CC)=CC=2)C=1. (2) Given the product [CH:6]([C:5]1[CH:8]=[CH:9][C:2]([O:1][S:14]([C:13]([F:26])([F:25])[F:12])(=[O:16])=[O:15])=[C:3]([O:10][CH3:11])[CH:4]=1)=[O:7], predict the reactants needed to synthesize it. The reactants are: [OH:1][C:2]1[CH:9]=[CH:8][C:5]([CH:6]=[O:7])=[CH:4][C:3]=1[O:10][CH3:11].[F:12][C:13]([F:26])([F:25])[S:14](O[S:14]([C:13]([F:26])([F:25])[F:12])(=[O:16])=[O:15])(=[O:16])=[O:15].N1C=CC=CC=1.